From a dataset of Forward reaction prediction with 1.9M reactions from USPTO patents (1976-2016). Predict the product of the given reaction. The product is: [CH3:16][C:10]1[N:11]=[C:12]([NH:14][CH3:15])[S:13][C:9]=1[C:7]1[C:4]([C:3]#[N:2])=[CH:5][N:31]=[C:29]([NH:28][C:24]2[CH:25]=[CH:26][CH:27]=[C:22]([S:19]([CH3:18])(=[O:20])=[O:21])[CH:23]=2)[N:30]=1. Given the reactants C[N:2](C)[CH:3]=[C:4]([C:7]([C:9]1[S:13][C:12]([NH:14][CH3:15])=[N:11][C:10]=1[CH3:16])=O)[C:5]#N.[CH3:18][S:19]([C:22]1[CH:23]=[C:24]([NH:28][C:29]([NH2:31])=[NH:30])[CH:25]=[CH:26][CH:27]=1)(=[O:21])=[O:20], predict the reaction product.